Task: Predict which catalyst facilitates the given reaction.. Dataset: Catalyst prediction with 721,799 reactions and 888 catalyst types from USPTO (1) Reactant: [CH:1]1([C:4]([NH:6][C:7]2[S:8][C:9]3[C:14]([N:15]4[C:20](=[O:21])[CH:19]=[CH:18][C:17]([C:22](O)=[O:23])=[CH:16]4)=[N:13][NH:12][C:10]=3[N:11]=2)=[O:5])[CH2:3][CH2:2]1.CN(C(O[N:33]1N=N[C:35]2C=CC=N[C:34]1=2)=[N+](C)C)C.F[P-](F)(F)(F)(F)F.C(N(C(C)C)CC)(C)C.C(N)C. Product: [CH2:34]([NH:33][C:22]([C:17]1[CH:18]=[CH:19][C:20](=[O:21])[N:15]([C:14]2[C:9]3[S:8][C:7]([NH:6][C:4]([CH:1]4[CH2:2][CH2:3]4)=[O:5])=[N:11][C:10]=3[NH:12][N:13]=2)[CH:16]=1)=[O:23])[CH3:35]. The catalyst class is: 31. (2) Product: [Cl:27][C:24]1[CH:25]=[CH:26][C:21]([NH:20][C:14]2[C:13]3[C:18](=[CH:19][C:10]([OH:9])=[C:11]([O:29][CH3:30])[CH:12]=3)[N:17]=[CH:16][N:15]=2)=[C:22]([F:28])[CH:23]=1. The catalyst class is: 67. Reactant: Cl.C([O:9][C:10]1[CH:19]=[C:18]2[C:13]([C:14]([NH:20][C:21]3[CH:26]=[CH:25][C:24]([Cl:27])=[CH:23][C:22]=3[F:28])=[N:15][CH:16]=[N:17]2)=[CH:12][C:11]=1[O:29][CH3:30])C1C=CC=CC=1. (3) Reactant: [CH:1]1([N:6]2[CH2:12][C:11]([F:14])([F:13])[C:10](=[O:15])[N:9]([CH3:16])[C:8]3[CH:17]=[N:18][C:19]([NH:21][C:22]4[CH:30]=[CH:29][C:25]([C:26]([OH:28])=O)=[CH:24][C:23]=4[O:31][CH2:32][CH3:33])=[N:20][C:7]2=3)[CH2:5][CH2:4][CH2:3][CH2:2]1.ON1C2C=CC=CC=2N=N1.F[P-](F)(F)(F)(F)F.CN(C(N(C)C)=[N+]1C2C=CC=CC=2[N+]([O-])=N1)C.C(N(C(C)C)CC)(C)C.[NH2:77][CH:78]1[CH2:83][CH2:82][N:81]([CH3:84])[CH2:80][CH2:79]1. Product: [CH:1]1([N:6]2[CH2:12][C:11]([F:13])([F:14])[C:10](=[O:15])[N:9]([CH3:16])[C:8]3[CH:17]=[N:18][C:19]([NH:21][C:22]4[CH:30]=[CH:29][C:25]([C:26]([NH:77][CH:78]5[CH2:83][CH2:82][N:81]([CH3:84])[CH2:80][CH2:79]5)=[O:28])=[CH:24][C:23]=4[O:31][CH2:32][CH3:33])=[N:20][C:7]2=3)[CH2:2][CH2:3][CH2:4][CH2:5]1. The catalyst class is: 9.